Predict the reaction yield, written as a fraction of the theoretical maximum amount of product (1.0 means a 100% yield; for example, 0.34 means a 34% yield). From a dataset of Reaction yield outcomes from USPTO patents with 853,638 reactions. The reactants are [NH:1]1[CH2:4][CH:3]([CH2:5][C:6]2[N:7]([CH3:33])[C:8]3[C:13]([N:14]=2)=[C:12]([N:15]2[CH2:20][CH2:19][O:18][CH2:17][CH2:16]2)[N:11]=[C:10]([N:21]2[C:25]4[CH:26]=[CH:27][CH:28]=[CH:29][C:24]=4[N:23]=[C:22]2[C@H:30]([OH:32])[CH3:31])[N:9]=3)[CH2:2]1.[OH:34][C:35]([CH3:40])([CH3:39])[C:36](O)=[O:37].C1C=CC2N(O)N=NC=2C=1.CN1CCOCC1.CCN=C=NCCCN(C)C. The catalyst is C(Cl)Cl. The product is [OH:34][C:35]([CH3:40])([CH3:39])[C:36]([N:1]1[CH2:4][CH:3]([CH2:5][C:6]2[N:7]([CH3:33])[C:8]3[C:13]([N:14]=2)=[C:12]([N:15]2[CH2:20][CH2:19][O:18][CH2:17][CH2:16]2)[N:11]=[C:10]([N:21]2[C:25]4[CH:26]=[CH:27][CH:28]=[CH:29][C:24]=4[N:23]=[C:22]2[C@H:30]([OH:32])[CH3:31])[N:9]=3)[CH2:2]1)=[O:37]. The yield is 0.210.